This data is from Peptide-MHC class II binding affinity with 134,281 pairs from IEDB. The task is: Regression. Given a peptide amino acid sequence and an MHC pseudo amino acid sequence, predict their binding affinity value. This is MHC class II binding data. (1) The peptide sequence is MLRFANPLSNPFY. The MHC is DRB1_0401 with pseudo-sequence DRB1_0401. The binding affinity (normalized) is 0. (2) The MHC is DRB1_0405 with pseudo-sequence DRB1_0405. The peptide sequence is MLLRKYGIAAENVID. The binding affinity (normalized) is 0.538. (3) The peptide sequence is RDGQLTIKAERTEQK. The MHC is DRB1_1101 with pseudo-sequence DRB1_1101. The binding affinity (normalized) is 0.411. (4) The peptide sequence is ASAAILGHDGTVWAQ. The MHC is HLA-DQA10201-DQB10202 with pseudo-sequence HLA-DQA10201-DQB10202. The binding affinity (normalized) is 0.256. (5) The peptide sequence is AAWIEQEGPEYWAA. The MHC is HLA-DQA10501-DQB10201 with pseudo-sequence HLA-DQA10501-DQB10201. The binding affinity (normalized) is 0.742. (6) The peptide sequence is IYECKGVTVKDVTIT. The MHC is DRB1_0901 with pseudo-sequence DRB1_0901. The binding affinity (normalized) is 0.388. (7) The peptide sequence is FLTGPLNFTGPCKGD. The MHC is DRB1_0802 with pseudo-sequence DRB1_0802. The binding affinity (normalized) is 0.0969. (8) The peptide sequence is ALSRVQSMFLGTGGS. The MHC is HLA-DQA10201-DQB10202 with pseudo-sequence HLA-DQA10201-DQB10202. The binding affinity (normalized) is 0.240. (9) The peptide sequence is GSRGYRLQRKIEAIF. The MHC is DRB5_0101 with pseudo-sequence DRB5_0101. The binding affinity (normalized) is 0.624. (10) The peptide sequence is EKIYFAATQFEPLAA. The MHC is HLA-DQA10501-DQB10201 with pseudo-sequence HLA-DQA10501-DQB10201. The binding affinity (normalized) is 0.509.